From a dataset of Catalyst prediction with 721,799 reactions and 888 catalyst types from USPTO. Predict which catalyst facilitates the given reaction. Reactant: Cl.[CH3:2][C@@:3]1([C:8]([OH:10])=[O:9])[CH2:7][CH2:6][CH2:5][NH:4]1.CC#N.O.[CH3:15][C:16]([O:19][C:20](O[C:20]([O:19][C:16]([CH3:18])([CH3:17])[CH3:15])=[O:21])=[O:21])([CH3:18])[CH3:17]. Product: [C:16]([O:19][C:20]([N:4]1[CH2:5][CH2:6][CH2:7][C@@:3]1([CH3:2])[C:8]([OH:10])=[O:9])=[O:21])([CH3:18])([CH3:17])[CH3:15]. The catalyst class is: 23.